Task: Regression/Classification. Given a drug SMILES string, predict its absorption, distribution, metabolism, or excretion properties. Task type varies by dataset: regression for continuous measurements (e.g., permeability, clearance, half-life) or binary classification for categorical outcomes (e.g., BBB penetration, CYP inhibition). Dataset: cyp2c19_veith.. Dataset: CYP2C19 inhibition data for predicting drug metabolism from PubChem BioAssay The result is 1 (inhibitor). The compound is CC(O)(CS(=O)(=O)Cc1ccc(Cl)cc1)C(=O)Nc1cccc(C(F)(F)F)c1.